This data is from Reaction yield outcomes from USPTO patents with 853,638 reactions. The task is: Predict the reaction yield, written as a fraction of the theoretical maximum amount of product (1.0 means a 100% yield; for example, 0.34 means a 34% yield). (1) The reactants are [F:1][C:2]1[CH:3]=[C:4]([C@:15]([NH:30][CH:31]=O)([C:23]2[CH:28]=[CH:27][C:26]([F:29])=[CH:25][CH:24]=2)[CH2:16][C:17]2[CH:22]=[CH:21][CH:20]=[CH:19][CH:18]=2)[CH:5]=[C:6]([O:8][C:9]([F:14])([F:13])[CH:10]([F:12])[F:11])[CH:7]=1.C(N(CC)CC)C.O=P(Cl)(Cl)Cl. The catalyst is C(Cl)Cl.CCOC(C)=O. The product is [F:1][C:2]1[CH:7]=[C:6]([O:8][C:9]([F:14])([F:13])[CH:10]([F:12])[F:11])[CH:5]=[C:4]([C@@:15]([C:23]2[CH:28]=[CH:27][C:26]([F:29])=[CH:25][CH:24]=2)([N+:30]#[C-:31])[CH2:16][C:17]2[CH:22]=[CH:21][CH:20]=[CH:19][CH:18]=2)[CH:3]=1. The yield is 0.870. (2) The reactants are [NH2:1][C:2]1[S:6][N:5]=[C:4]([CH3:7])[C:3]=1[C:8]#[N:9].[C:10](Cl)(=[O:15])[CH2:11][CH:12]([CH3:14])[CH3:13]. The catalyst is N1C=CC=CC=1.C(Cl)(Cl)Cl. The product is [C:8]([C:3]1[C:4]([CH3:7])=[N:5][S:6][C:2]=1[NH:1][C:10](=[O:15])[CH2:11][CH:12]([CH3:14])[CH3:13])#[N:9]. The yield is 0.790. (3) The reactants are [C:1]([C:3]1[C:8]([C:9]2[CH:14]=[CH:13][CH:12]=[C:11]([CH:15]=O)[CH:10]=2)=[CH:7][C:6]([CH2:17][NH:18][C:19]([C:21]2[CH:26]=[CH:25][CH:24]=[C:23]([C:27]([NH:29][CH2:30][C:31]3[C:32]([NH:44][CH:45]4[CH2:50][CH2:49][O:48][CH2:47][CH2:46]4)=[C:33]4[CH:41]=[N:40][N:39]([CH2:42][CH3:43])[C:34]4=[N:35][C:36]=3[CH2:37][CH3:38])=[O:28])[CH:22]=2)=[O:20])=[CH:5][CH:4]=1)#[N:2].[N:51]1(C(OC(C)(C)C)=O)[CH2:57][CH2:56][CH2:55][NH:54][CH2:53][CH2:52]1.C(O[BH-](OC(=O)C)OC(=O)C)(=O)C.[Na+].CC(O)=O. The catalyst is C(Cl)Cl. The product is [C:1]([C:3]1[C:8]([C:9]2[CH:14]=[CH:13][CH:12]=[C:11]([CH2:15][N:51]3[CH2:57][CH2:56][CH2:55][NH:54][CH2:53][CH2:52]3)[CH:10]=2)=[CH:7][C:6]([CH2:17][NH:18][C:19]([C:21]2[CH:26]=[CH:25][CH:24]=[C:23]([C:27]([NH:29][CH2:30][C:31]3[C:32]([NH:44][CH:45]4[CH2:50][CH2:49][O:48][CH2:47][CH2:46]4)=[C:33]4[CH:41]=[N:40][N:39]([CH2:42][CH3:43])[C:34]4=[N:35][C:36]=3[CH2:37][CH3:38])=[O:28])[CH:22]=2)=[O:20])=[CH:5][CH:4]=1)#[N:2]. The yield is 0.600. (4) The reactants are [NH:1]1[CH:5]=[CH:4][N:3]=[CH:2]1.[Na].[C:7]([O:11][C:12](=[O:35])[N:13]([CH2:25][C:26]1[CH:34]=[CH:33][C:29]2[O:30][CH2:31][O:32][C:28]=2[CH:27]=1)[CH2:14][CH2:15][CH2:16][N:17]([C:19]1[S:23][N:22]=[C:21](Cl)[N:20]=1)[CH3:18])([CH3:10])([CH3:9])[CH3:8].C(O)(=O)CC(CC(O)=O)(C(O)=O)O. The catalyst is CS(C)=O. The product is [C:7]([O:11][C:12](=[O:35])[N:13]([CH2:25][C:26]1[CH:34]=[CH:33][C:29]2[O:30][CH2:31][O:32][C:28]=2[CH:27]=1)[CH2:14][CH2:15][CH2:16][N:17]([C:19]1[S:23][N:22]=[C:21]([N:1]2[CH:5]=[CH:4][N:3]=[CH:2]2)[N:20]=1)[CH3:18])([CH3:10])([CH3:8])[CH3:9]. The yield is 0.990. (5) The reactants are [NH2:1][C:2]1[N:6]([C:7]([C:9]2[CH:14]=[CH:13][C:12]([CH3:15])=[CH:11][CH:10]=2)=[O:8])[N:5]=[C:4]([NH:16][C:17]2[CH:22]=[CH:21][CH:20]=[C:19]([O:23]CC3C=CC=CC=3)[CH:18]=2)[N:3]=1.C1CCCCC=1. The catalyst is C1COCC1.[Pd]. The product is [NH2:1][C:2]1[N:6]([C:7]([C:9]2[CH:14]=[CH:13][C:12]([CH3:15])=[CH:11][CH:10]=2)=[O:8])[N:5]=[C:4]([NH:16][C:17]2[CH:22]=[CH:21][CH:20]=[C:19]([OH:23])[CH:18]=2)[N:3]=1. The yield is 0.140. (6) The reactants are [NH2:1][C:2]1[CH:23]=[CH:22][C:5]([O:6][C:7]2[CH:16]=[CH:15][N:14]=[C:13]3[C:8]=2[C:9]2[CH2:21][CH2:20][CH2:19][CH2:18][C:10]=2[C:11](=[O:17])[NH:12]3)=[CH:4][CH:3]=1.ClC(Cl)(Cl)C[O:27][C:28](=O)[NH:29][C:30]1[N:31]([C:39]2[CH:40]=[C:41]([CH3:45])[CH:42]=[CH:43][CH:44]=2)[N:32]=[C:33]([C:35]([CH3:38])([CH3:37])[CH3:36])[CH:34]=1.CCN(C(C)C)C(C)C. The catalyst is CS(C)=O.CCOC(C)=O.O. The product is [C:35]([C:33]1[CH:34]=[C:30]([NH:29][C:28]([NH:1][C:2]2[CH:23]=[CH:22][C:5]([O:6][C:7]3[CH:16]=[CH:15][N:14]=[C:13]4[C:8]=3[C:9]3[CH2:21][CH2:20][CH2:19][CH2:18][C:10]=3[C:11](=[O:17])[NH:12]4)=[CH:4][CH:3]=2)=[O:27])[N:31]([C:39]2[CH:40]=[C:41]([CH3:45])[CH:42]=[CH:43][CH:44]=2)[N:32]=1)([CH3:38])([CH3:36])[CH3:37]. The yield is 0.250. (7) The reactants are [C:1]([C:5]1[O:9][N:8]=[C:7]([NH:10][C:11](=[O:45])[NH:12][C:13]2[CH:14]=[C:15]([CH:42]=[CH:43][CH:44]=2)[O:16][C:17]2[C:26]3[C:21](=[CH:22][C:23]([O:29][C@H:30]4[CH2:34][CH2:33][N:32](C(OC(C)(C)C)=O)[CH2:31]4)=[C:24]([O:27][CH3:28])[CH:25]=3)[N:20]=[CH:19][N:18]=2)[CH:6]=1)([CH3:4])([CH3:3])[CH3:2].Cl. The catalyst is C(Cl)Cl.O1CCOCC1. The product is [C:1]([C:5]1[O:9][N:8]=[C:7]([NH:10][C:11]([NH:12][C:13]2[CH:44]=[CH:43][CH:42]=[C:15]([O:16][C:17]3[C:26]4[C:21](=[CH:22][C:23]([O:29][C@H:30]5[CH2:34][CH2:33][NH:32][CH2:31]5)=[C:24]([O:27][CH3:28])[CH:25]=4)[N:20]=[CH:19][N:18]=3)[CH:14]=2)=[O:45])[CH:6]=1)([CH3:4])([CH3:2])[CH3:3]. The yield is 0.770.